This data is from Full USPTO retrosynthesis dataset with 1.9M reactions from patents (1976-2016). The task is: Predict the reactants needed to synthesize the given product. (1) Given the product [OH:44][C@H:45]1[C@@H:52]2[N:48]([C:49](=[O:66])[N:1]([C:4]3[CH:13]=[CH:12][C:11]([C:14]#[N:15])=[C:10]4[C:5]=3[CH:6]=[CH:7][CH:8]=[N:9]4)[C:51]2=[O:53])[CH2:47][CH2:46]1, predict the reactants needed to synthesize it. The reactants are: [N+:1]([C:4]1[CH:13]=[CH:12][C:11]([C:14]#[N:15])=[C:10]2[C:5]=1[CH:6]=[CH:7][CH:8]=[N:9]2)([O-])=O.C1C2C(=C(NC(=O)C)C=CC=2)CC1.N(C1C2CCCCC=2C(C#N)=CC=1)=C=O.[OH:44][C@H:45]1[C@@H:52]2[N:48]([C:49](=[O:66])N(C3C4CCCCC=4C(C#N)=CC=3)[C:51]2=[O:53])[CH2:47][CH2:46]1. (2) The reactants are: C([O:3][C:4](=[O:39])[CH2:5][O:6][C:7]1[CH:12]=[CH:11][C:10]([S:13]([N:16]2[CH2:25][C:24]([CH3:27])([CH3:26])[C:23]3[C:18](=[CH:19][C:20]([C:28]4[CH:33]=[CH:32][C:31]([N:34]([CH3:36])[CH3:35])=[CH:30][CH:29]=4)=[CH:21][CH:22]=3)[CH:17]2[CH3:37])(=[O:15])=[O:14])=[CH:9][C:8]=1[CH3:38])C.[OH-].[Na+]. Given the product [CH3:38][C:8]1[CH:9]=[C:10]([S:13]([N:16]2[CH2:25][C:24]([CH3:27])([CH3:26])[C:23]3[C:18](=[CH:19][C:20]([C:28]4[CH:29]=[CH:30][C:31]([N:34]([CH3:36])[CH3:35])=[CH:32][CH:33]=4)=[CH:21][CH:22]=3)[CH:17]2[CH3:37])(=[O:14])=[O:15])[CH:11]=[CH:12][C:7]=1[O:6][CH2:5][C:4]([OH:39])=[O:3], predict the reactants needed to synthesize it.